Dataset: Full USPTO retrosynthesis dataset with 1.9M reactions from patents (1976-2016). Task: Predict the reactants needed to synthesize the given product. (1) The reactants are: [NH2:1][CH2:2][C:3]([C:6]1[CH:24]=[CH:23][C:9]([C:10]([NH:12][C:13]2[N:14]=[C:15]3[CH:20]=[CH:19][C:18]([Cl:21])=[CH:17][N:16]3[CH:22]=2)=[O:11])=[CH:8][CH:7]=1)([CH3:5])[CH3:4].C(N(CC)CC)C.[C:32](Cl)(=[O:34])[CH3:33]. Given the product [C:32]([NH:1][CH2:2][C:3]([C:6]1[CH:7]=[CH:8][C:9]([C:10]([NH:12][C:13]2[N:14]=[C:15]3[CH:20]=[CH:19][C:18]([Cl:21])=[CH:17][N:16]3[CH:22]=2)=[O:11])=[CH:23][CH:24]=1)([CH3:4])[CH3:5])(=[O:34])[CH3:33], predict the reactants needed to synthesize it. (2) Given the product [ClH:17].[Cl:17][C:18]1[CH:25]=[CH:24][C:21]([CH2:22][N:13]2[CH2:14][CH2:15][C:10]([CH2:9][C:1](=[O:8])[C:2]3[CH:3]=[CH:4][CH:5]=[CH:6][CH:7]=3)([OH:16])[CH2:11][CH2:12]2)=[CH:20][CH:19]=1, predict the reactants needed to synthesize it. The reactants are: [C:1]([CH2:9][C:10]1([OH:16])[CH2:15][CH2:14][NH:13][CH2:12][CH2:11]1)(=[O:8])[C:2]1[CH:7]=[CH:6][CH:5]=[CH:4][CH:3]=1.[Cl:17][C:18]1[CH:25]=[CH:24][C:21]([CH2:22]Br)=[CH:20][CH:19]=1.C([O-])([O-])=O.[K+].[K+]. (3) The reactants are: [F:1][C:2]([C:5]1[CH:6]=[C:7]([CH:10]=[CH:11][CH:12]=1)[C:8]#N)([F:4])[CH3:3].[OH-:13].[Na+].Cl.[OH2:16]. Given the product [F:1][C:2]([C:5]1[CH:6]=[C:7]([CH:10]=[CH:11][CH:12]=1)[C:8]([OH:16])=[O:13])([F:4])[CH3:3], predict the reactants needed to synthesize it. (4) Given the product [F:1][C:2]1[CH:26]=[CH:25][CH:24]=[C:23]([F:27])[C:3]=1[C:4]([NH:6][C:7](=[O:22])[N:8]([C:10]1[CH:15]=[CH:14][C:13]([S:16]([CH2:18][CH:19]=[CH2:20])(=[O:36])=[O:17])=[CH:12][C:11]=1[F:21])[CH3:9])=[O:5], predict the reactants needed to synthesize it. The reactants are: [F:1][C:2]1[CH:26]=[CH:25][CH:24]=[C:23]([F:27])[C:3]=1[C:4]([NH:6][C:7](=[O:22])[N:8]([C:10]1[CH:15]=[CH:14][C:13]([S:16]([CH2:18][CH:19]=[CH2:20])=[O:17])=[CH:12][C:11]=1[F:21])[CH3:9])=[O:5].ClC1C=CC=C(C(OO)=[O:36])C=1. (5) Given the product [NH2:21][C:2]1[C:7]([C:8]([O:10][CH2:11][CH3:12])=[O:9])=[CH:6][N:5]=[C:4]([S:13][CH3:14])[N:3]=1, predict the reactants needed to synthesize it. The reactants are: Cl[C:2]1[C:7]([C:8]([O:10][CH2:11][CH3:12])=[O:9])=[CH:6][N:5]=[C:4]([S:13][CH3:14])[N:3]=1.C1COCC1.[OH-].[NH4+:21]. (6) Given the product [CH3:12][C:13]1[S:30](=[O:33])(=[O:31])[C:17]2[CH:19]=[CH:20][CH:21]=[CH:22][C:16]=2[O:15][C:14]=1[C:23]1[CH:24]=[CH:25][C:26]([OH:29])=[CH:27][CH:28]=1, predict the reactants needed to synthesize it. The reactants are: ClC1C=CC=C(C(OO)=O)C=1.[CH3:12][C:13]1S[C:17]2[CH:19]=[CH:20][CH:21]=[CH:22][C:16]=2[O:15][C:14]=1[C:23]1[CH:28]=[CH:27][C:26]([OH:29])=[CH:25][CH:24]=1.[S:30]([O-:33])(O)=[O:31].[Na+].C(=O)([O-])O.[Na+]. (7) Given the product [O:16]=[C:12]1[CH2:11][CH2:10][C:9]2[C:14](=[CH:15][C:6]([S:18]([Cl:17])(=[O:20])=[O:19])=[CH:7][CH:8]=2)[NH:13]1, predict the reactants needed to synthesize it. The reactants are: N([O-])=O.[Na+].N[C:6]1[CH:15]=[C:14]2[C:9]([CH2:10][CH2:11][C:12](=[O:16])[NH:13]2)=[CH:8][CH:7]=1.[ClH:17].[S:18](=[O:20])=[O:19]. (8) Given the product [NH2:1][C:2]1[CH:3]=[C:4]([CH:8]=[C:9]([C:13]([CH3:12])=[C:14]([CH3:16])[CH3:15])[CH:10]=1)[C:5]([OH:7])=[O:6], predict the reactants needed to synthesize it. The reactants are: [NH2:1][C:2]1[CH:3]=[C:4]([CH:8]=[C:9](Br)[CH:10]=1)[C:5]([OH:7])=[O:6].[CH3:12][C:13](B(O)O)=[C:14]([CH3:16])[CH3:15].C(=O)([O-])[O-].[K+].[K+].O. (9) The reactants are: C(Cl)(=O)[C:2](Cl)=[O:3].CN(C=O)C.[CH2:12]([O:14][C:15](=[O:19])[CH:16]=[N+:17]=[N-:18])[CH3:13]. Given the product [CH2:12]([O:14][C:15](=[O:19])[C:16](=[N+:17]=[N-:18])[CH:2]=[O:3])[CH3:13], predict the reactants needed to synthesize it.